From a dataset of NCI-60 drug combinations with 297,098 pairs across 59 cell lines. Regression. Given two drug SMILES strings and cell line genomic features, predict the synergy score measuring deviation from expected non-interaction effect. (1) Drug 1: CC1C(C(CC(O1)OC2CC(OC(C2O)C)OC3=CC4=CC5=C(C(=O)C(C(C5)C(C(=O)C(C(C)O)O)OC)OC6CC(C(C(O6)C)O)OC7CC(C(C(O7)C)O)OC8CC(C(C(O8)C)O)(C)O)C(=C4C(=C3C)O)O)O)O. Drug 2: CN1C2=C(C=C(C=C2)N(CCCl)CCCl)N=C1CCCC(=O)O.Cl. Cell line: SW-620. Synergy scores: CSS=21.1, Synergy_ZIP=0.472, Synergy_Bliss=-2.01, Synergy_Loewe=-29.5, Synergy_HSA=-2.66. (2) Drug 1: CC1CCC2CC(C(=CC=CC=CC(CC(C(=O)C(C(C(=CC(C(=O)CC(OC(=O)C3CCCCN3C(=O)C(=O)C1(O2)O)C(C)CC4CCC(C(C4)OC)OCCO)C)C)O)OC)C)C)C)OC. Drug 2: CN1C2=C(C=C(C=C2)N(CCCl)CCCl)N=C1CCCC(=O)O.Cl. Cell line: ACHN. Synergy scores: CSS=19.3, Synergy_ZIP=-0.0672, Synergy_Bliss=8.65, Synergy_Loewe=-24.6, Synergy_HSA=4.10. (3) Drug 1: C(=O)(N)NO. Drug 2: CC1=C(N=C(N=C1N)C(CC(=O)N)NCC(C(=O)N)N)C(=O)NC(C(C2=CN=CN2)OC3C(C(C(C(O3)CO)O)O)OC4C(C(C(C(O4)CO)O)OC(=O)N)O)C(=O)NC(C)C(C(C)C(=O)NC(C(C)O)C(=O)NCCC5=NC(=CS5)C6=NC(=CS6)C(=O)NCCC[S+](C)C)O. Cell line: SK-MEL-5. Synergy scores: CSS=6.77, Synergy_ZIP=4.23, Synergy_Bliss=4.78, Synergy_Loewe=-12.1, Synergy_HSA=1.53. (4) Drug 1: CCC1=CC2CC(C3=C(CN(C2)C1)C4=CC=CC=C4N3)(C5=C(C=C6C(=C5)C78CCN9C7C(C=CC9)(C(C(C8N6C)(C(=O)OC)O)OC(=O)C)CC)OC)C(=O)OC.C(C(C(=O)O)O)(C(=O)O)O. Drug 2: CN1C(=O)N2C=NC(=C2N=N1)C(=O)N. Cell line: CCRF-CEM. Synergy scores: CSS=20.7, Synergy_ZIP=0.722, Synergy_Bliss=3.25, Synergy_Loewe=-56.3, Synergy_HSA=-0.935. (5) Drug 1: C1=CC(=CC=C1CCC2=CNC3=C2C(=O)NC(=N3)N)C(=O)NC(CCC(=O)O)C(=O)O. Drug 2: C1=C(C(=O)NC(=O)N1)F. Cell line: SK-MEL-28. Synergy scores: CSS=42.1, Synergy_ZIP=7.29, Synergy_Bliss=6.77, Synergy_Loewe=11.7, Synergy_HSA=12.2.